This data is from Reaction yield outcomes from USPTO patents with 853,638 reactions. The task is: Predict the reaction yield, written as a fraction of the theoretical maximum amount of product (1.0 means a 100% yield; for example, 0.34 means a 34% yield). (1) The reactants are [CH3:1][O:2][CH2:3][CH2:4][O:5][C:6]1[CH:7]=[C:8]([CH:14]=[CH:15][C:16]=1[O:17][CH2:18][CH2:19][O:20][CH3:21])[C:9]([O:11][CH2:12][CH3:13])=[O:10].[N+:22]([O-])([OH:24])=[O:23]. The catalyst is CC(O)=O. The product is [CH3:21][O:20][CH2:19][CH2:18][O:17][C:16]1[C:6]([O:5][CH2:4][CH2:3][O:2][CH3:1])=[CH:7][C:8]([C:9]([O:11][CH2:12][CH3:13])=[O:10])=[C:14]([N+:22]([O-:24])=[O:23])[CH:15]=1. The yield is 0.940. (2) The reactants are C([O:8][C:9]1[CH:14]=[CH:13][C:12]([C:15]2[C:16](=[O:30])[C:17]([CH3:29])([CH3:28])[O:18][C:19]=2[C:20]2[CH:25]=[CH:24][C:23]([O:26][CH3:27])=[CH:22][CH:21]=2)=[CH:11][CH:10]=1)C1C=CC=CC=1.[H][H]. The catalyst is [Pd].CO. The product is [OH:8][C:9]1[CH:10]=[CH:11][C:12]([C:15]2[C:16](=[O:30])[C:17]([CH3:28])([CH3:29])[O:18][C:19]=2[C:20]2[CH:25]=[CH:24][C:23]([O:26][CH3:27])=[CH:22][CH:21]=2)=[CH:13][CH:14]=1. The yield is 0.950. (3) The reactants are [C:1]([C:4]1[C:5]([O-:14])=[N:6][C:7]([C:10]([F:13])([F:12])[F:11])=[CH:8][CH:9]=1)(=[O:3])[CH3:2].[Na+].N1C[CH2:19][CH2:18][CH2:17]1. The catalyst is CC(C)=O. The product is [CH3:17][C:18]1([CH3:19])[O:14][C:5]2=[N:6][C:7]([C:10]([F:12])([F:11])[F:13])=[CH:8][CH:9]=[C:4]2[C:1](=[O:3])[CH2:2]1. The yield is 0.490. (4) The reactants are [CH3:1][CH:2]1[C:7](=[O:8])[N:6](COCC[Si](C)(C)C)[N:5]=[C:4]2[CH2:17][O:18][C:19]3[CH:24]=[C:23]([C:25]([F:28])([F:27])[F:26])[C:22]([CH:29]4[CH2:34][CH2:33][N:32]([C:35]([O:37][C:38]([CH3:41])([CH3:40])[CH3:39])=[O:36])[CH2:31][CH2:30]4)=[CH:21][C:20]=3[N:3]12.CCCC[N+](CCCC)(CCCC)CCCC.[F-]. The catalyst is C1COCC1. The product is [CH3:1][CH:2]1[C:7](=[O:8])[NH:6][N:5]=[C:4]2[CH2:17][O:18][C:19]3[CH:24]=[C:23]([C:25]([F:26])([F:28])[F:27])[C:22]([CH:29]4[CH2:34][CH2:33][N:32]([C:35]([O:37][C:38]([CH3:39])([CH3:41])[CH3:40])=[O:36])[CH2:31][CH2:30]4)=[CH:21][C:20]=3[N:3]12. The yield is 0.730. (5) The reactants are Cl[N:2]1C(=O)CCC1=O.CN1CC[O:15][B:14]([C:18]2[CH:19]=[C:20]([S:24]([O-:26])=[O:25])[CH:21]=[CH:22][CH:23]=2)[O:13]CC1.[Li+].[OH-].[NH4+]. The catalyst is C(Cl)Cl. The product is [S:24]([C:20]1[CH:19]=[C:18]([B:14]([OH:15])[OH:13])[CH:23]=[CH:22][CH:21]=1)(=[O:26])(=[O:25])[NH2:2]. The yield is 0.940. (6) The reactants are S(S([O-])=O)([O-])=O.[Na+].[Na+].[CH3:9][O:10][C:11]([C:13]1[CH:18]=[CH:17][C:16]([N+:19]([O-])=O)=[C:15]([NH:22][CH3:23])[CH:14]=1)=[O:12].C(=O)(O)[O-].[Na+]. The catalyst is O1CCCC1.C(O)C. The product is [NH2:19][C:16]1[CH:17]=[CH:18][C:13]([C:11]([O:10][CH3:9])=[O:12])=[CH:14][C:15]=1[NH:22][CH3:23]. The yield is 0.680. (7) The reactants are C([O:3][C:4]([CH2:6][C:7]([NH:9][NH:10][C:11]1[CH:21]=[CH:20][C:14]([C:15]([O:17][CH2:18][CH3:19])=[O:16])=[CH:13][CH:12]=1)=[O:8])=O)C.[OH-].[Na+].Cl. The catalyst is CCO. The product is [O:8]=[C:7]1[CH2:6][C:4](=[O:3])[N:10]([C:11]2[CH:21]=[CH:20][C:14]([C:15]([O:17][CH2:18][CH3:19])=[O:16])=[CH:13][CH:12]=2)[NH:9]1. The yield is 0.600.